From a dataset of Full USPTO retrosynthesis dataset with 1.9M reactions from patents (1976-2016). Predict the reactants needed to synthesize the given product. (1) Given the product [C:1]1([CH2:11][NH:12][C:19]2[CH:20]=[N:21][CH:22]=[CH:14][C:15]=2[C:16]([OH:18])=[O:17])[C:10]2[C:5](=[CH:6][CH:7]=[CH:8][CH:9]=2)[CH:4]=[CH:3][CH:2]=1, predict the reactants needed to synthesize it. The reactants are: [C:1]1([CH2:11][NH2:12])[C:10]2[C:5](=[CH:6][CH:7]=[CH:8][CH:9]=2)[CH:4]=[CH:3][CH:2]=1.F[C:14]1[CH:22]=[N:21][CH:20]=[CH:19][C:15]=1[C:16]([OH:18])=[O:17]. (2) The reactants are: [F:1][C:2]([F:35])([F:34])[C:3]1[CH:4]=[C:5]([C@H:13]([N:15]([CH3:33])[C:16]([N:18]2[CH2:23][CH2:22][NH:21][C:20](=O)[C@@H:19]2[C:25]2[CH:30]=[CH:29][C:28]([F:31])=[CH:27][C:26]=2[CH3:32])=[O:17])[CH3:14])[CH:6]=[C:7]([C:9]([F:12])([F:11])[F:10])[CH:8]=1.B.C1COCC1.Cl.C([O-])(O)=O.[Na+]. Given the product [F:35][C:2]([F:1])([F:34])[C:3]1[CH:4]=[C:5]([C@H:13]([N:15]([CH3:33])[C:16]([N:18]2[CH2:23][CH2:22][NH:21][CH2:20][C@@H:19]2[C:25]2[CH:30]=[CH:29][C:28]([F:31])=[CH:27][C:26]=2[CH3:32])=[O:17])[CH3:14])[CH:6]=[C:7]([C:9]([F:10])([F:11])[F:12])[CH:8]=1, predict the reactants needed to synthesize it. (3) Given the product [NH2:20][C@H:4]([CH2:3][CH:2]([CH3:28])[CH3:1])[C:5]([NH:7][C:8]1[CH:13]=[CH:12][C:11]([C:14]2[O:18][CH:17]=[N:16][CH:15]=2)=[C:10]([CH3:19])[CH:9]=1)=[O:6], predict the reactants needed to synthesize it. The reactants are: [CH3:1][CH:2]([CH3:28])[CH2:3][C@@H:4]([NH:20]C(=O)OC(C)(C)C)[C:5]([NH:7][C:8]1[CH:13]=[CH:12][C:11]([C:14]2[O:18][CH:17]=[N:16][CH:15]=2)=[C:10]([CH3:19])[CH:9]=1)=[O:6].C(O)(C(F)(F)F)=O.